Regression/Classification. Given a drug SMILES string, predict its absorption, distribution, metabolism, or excretion properties. Task type varies by dataset: regression for continuous measurements (e.g., permeability, clearance, half-life) or binary classification for categorical outcomes (e.g., BBB penetration, CYP inhibition). Dataset: b3db_classification. From a dataset of Blood-brain barrier permeability classification from the B3DB database. (1) The compound is C[C@@H]1O[C@]2(CCCC[C@H]2Oc2cccc(Cl)c2)NC1=O. The result is 1 (penetrates BBB). (2) The drug is O[C@](CCN1CCCCC1)(c1ccccc1)C1CCCCC1. The result is 1 (penetrates BBB). (3) The drug is CC1=C(CC(=O)O)c2cc(F)ccc2/C1=C/c1ccc([S+](C)[O-])cc1. The result is 1 (penetrates BBB). (4) The drug is CSc1c(Cl)nc(NC(C)C)nc1N1CCN(C)CC1. The result is 1 (penetrates BBB).